This data is from Reaction yield outcomes from USPTO patents with 853,638 reactions. The task is: Predict the reaction yield, written as a fraction of the theoretical maximum amount of product (1.0 means a 100% yield; for example, 0.34 means a 34% yield). (1) The reactants are C(N(CC)CC)C.[N:8]([C:11]1[CH:18]=[CH:17][C:14]([C:15]#[N:16])=[C:13]([C:19]([F:22])([F:21])[F:20])[CH:12]=1)=[C:9]=[S:10].[CH3:23][C:24]([NH:28][C:29]1[CH:34]=[CH:33][C:32]([CH3:35])=[CH:31][CH:30]=1)([CH3:27])[C:25]#[N:26].ClCCl.CC(C)=O. The catalyst is C1COCC1. The product is [CH3:35][C:32]1[CH:31]=[CH:30][C:29]([N:28]2[C:24]([CH3:23])([CH3:27])[C:25](=[NH:26])[N:8]([C:11]3[CH:18]=[CH:17][C:14]([C:15]#[N:16])=[C:13]([C:19]([F:20])([F:22])[F:21])[CH:12]=3)[C:9]2=[S:10])=[CH:34][CH:33]=1. The yield is 0.170. (2) The reactants are Cl[C:2]1[N:7]=[C:6]([NH:8][CH2:9][C:10]2[CH:14]=[C:13]([CH3:15])[O:12][C:11]=2[CH3:16])[C:5]([F:17])=[CH:4][N:3]=1.[NH2:18][C:19]1[CH:20]=[C:21]([OH:25])[CH:22]=[CH:23][CH:24]=1. No catalyst specified. The product is [CH3:16][C:11]1[O:12][C:13]([CH3:15])=[CH:14][C:10]=1[CH2:9][NH:8][C:6]1[C:5]([F:17])=[CH:4][N:3]=[C:2]([NH:18][C:19]2[CH:24]=[CH:23][CH:22]=[C:21]([OH:25])[CH:20]=2)[N:7]=1. The yield is 0.510. (3) The reactants are [O:1]=[C:2]1[CH2:11][CH2:10][C@@H:9]2[C@H:4]([CH2:5][C@@H:6]([C:19]([OH:21])=[O:20])[N:7]([C:12]([O:14][C:15]([CH3:18])([CH3:17])[CH3:16])=[O:13])[CH2:8]2)[CH2:3]1.O.O.O.O.O.O.O.[Cl-].[Cl-].[Cl-].[Ce+3].[C:33](O)(=O)[CH3:34]. The catalyst is C(O)C. The product is [OH:1][C@H:2]1[CH2:11][CH2:10][C@@H:9]2[C@H:4]([CH2:5][C@@H:6]([C:19]([O:21][CH2:33][CH3:34])=[O:20])[N:7]([C:12]([O:14][C:15]([CH3:16])([CH3:17])[CH3:18])=[O:13])[CH2:8]2)[CH2:3]1. The yield is 0.350. (4) The reactants are [C:1]1(=O)[C:9]2[C:4](=[CH:5][CH:6]=[CH:7][CH:8]=2)[CH2:3][CH2:2]1.[CH3:11][C:12]([S:15]([NH2:17])=[O:16])([CH3:14])[CH3:13]. The catalyst is C1COCC1.[O-]CC.[Ti+4].[O-]CC.[O-]CC.[O-]CC. The product is [C:1]1(=[N:17]/[S:15]([C:12]([CH3:14])([CH3:13])[CH3:11])=[O:16])/[CH2:2][CH2:3][C:4]2[C:9]/1=[CH:8][CH:7]=[CH:6][CH:5]=2. The yield is 0.330.